This data is from TCR-epitope binding with 47,182 pairs between 192 epitopes and 23,139 TCRs. The task is: Binary Classification. Given a T-cell receptor sequence (or CDR3 region) and an epitope sequence, predict whether binding occurs between them. The epitope is YLQPRTFLL. The TCR CDR3 sequence is CSAGQRNTGELFF. Result: 1 (the TCR binds to the epitope).